Dataset: CYP2D6 inhibition data for predicting drug metabolism from PubChem BioAssay. Task: Regression/Classification. Given a drug SMILES string, predict its absorption, distribution, metabolism, or excretion properties. Task type varies by dataset: regression for continuous measurements (e.g., permeability, clearance, half-life) or binary classification for categorical outcomes (e.g., BBB penetration, CYP inhibition). Dataset: cyp2d6_veith. (1) The compound is CCN1C(=O)[C@@H]2CC=C3C(=O)[C@H]4O[C@H]4[C@@H](O)[C@H]3[C@H]2C1=O. The result is 0 (non-inhibitor). (2) The drug is O=c1c(-c2ccc(O)cc2)coc2cc(O)cc(O)c12. The result is 0 (non-inhibitor).